Dataset: Forward reaction prediction with 1.9M reactions from USPTO patents (1976-2016). Task: Predict the product of the given reaction. (1) Given the reactants [S:1]1[CH:5]=[CH:4][CH:3]=[C:2]1[CH2:6][NH2:7].Cl.Cl[CH2:10][CH2:11][NH:12][CH2:13][CH2:14]Cl.C([O-])([O-])=O.[K+].[K+], predict the reaction product. The product is: [S:1]1[CH:5]=[CH:4][CH:3]=[C:2]1[CH2:6][N:7]1[CH2:14][CH2:13][NH:12][CH2:11][CH2:10]1. (2) Given the reactants Br[CH2:2][C:3]([C:5]1[CH:10]=[CH:9][C:8]([O:11][C:12]([F:15])([F:14])[F:13])=[CH:7][CH:6]=1)=O.[C:16]([NH2:19])(=[S:18])[CH3:17], predict the reaction product. The product is: [CH3:17][C:16]1[S:18][CH:2]=[C:3]([C:5]2[CH:10]=[CH:9][C:8]([O:11][C:12]([F:15])([F:14])[F:13])=[CH:7][CH:6]=2)[N:19]=1. (3) Given the reactants [CH3:1][O:2][C:3]1[CH:4]=[C:5]2[C:8](=[CH:9][C:10]=1[O:11][CH3:12])[C@@H:7]([CH2:13][N:14]([CH3:19])[CH2:15][CH2:16][CH2:17][NH2:18])[CH2:6]2.[CH3:20][O:21][CH:22]([O:25][CH3:26])[CH:23]=O, predict the reaction product. The product is: [CH3:1][O:2][C:3]1[CH:4]=[C:5]2[C:8](=[CH:9][C:10]=1[O:11][CH3:12])[C@@H:7]([CH2:13][N:14]([CH3:19])[CH2:15][CH2:16][CH2:17][NH:18][CH2:23][CH:22]([O:25][CH3:26])[O:21][CH3:20])[CH2:6]2. (4) Given the reactants [Br:1][CH2:2][C:3](=O)[C:4]([OH:6])=[O:5].[NH2:8][C:9]([N:11]1[CH2:16][CH2:15][N:14]([CH2:17][C:18]2[CH:23]=[CH:22][CH:21]=[CH:20][CH:19]=2)[CH2:13][CH2:12]1)=[S:10], predict the reaction product. The product is: [BrH:1].[C:18]1([CH2:17][N:14]2[CH2:15][CH2:16][N:11]([C:9]3[S:10][CH:2]=[C:3]([C:4]([OH:6])=[O:5])[N:8]=3)[CH2:12][CH2:13]2)[CH:19]=[CH:20][CH:21]=[CH:22][CH:23]=1. (5) Given the reactants [OH:1][C@H:2]1[C@@H:7]([CH2:8][C:9]2[CH:10]=[C:11]([CH:15]=[CH:16][CH:17]=2)[C:12]([NH2:14])=[O:13])[CH2:6][C@H:5]2[C@H:18]3[C@H:27]([CH2:28][CH2:29][C@:3]12[CH3:4])[C:26]1[CH:25]=[CH:24][C:23](CO)=[CH:22][C:21]=1[CH2:20][CH2:19]3.C1(P(C2C=CC=CC=2)C2C=CC=CC=2)C=CC=CC=1.[C:51]([Br:55])(Br)(Br)Br.O, predict the reaction product. The product is: [Br:55][CH2:51][C:23]1[CH:24]=[CH:25][C:26]2[C@@H:27]3[C@H:18]([C@H:5]4[C@@:3]([CH2:29][CH2:28]3)([CH3:4])[C@@H:2]([OH:1])[C@@H:7]([CH2:8][C:9]3[CH:10]=[C:11]([CH:15]=[CH:16][CH:17]=3)[C:12]([NH2:14])=[O:13])[CH2:6]4)[CH2:19][CH2:20][C:21]=2[CH:22]=1. (6) Given the reactants [CH3:1][C:2]([CH3:17])([CH3:16])[C:3]([NH:5][C:6]1[NH:7][C:8](=O)[C:9]2[CH:14]=[CH:13][NH:12][C:10]=2[N:11]=1)=[O:4].O=P(Cl)(Cl)[Cl:20].CN(C)C1C=CC=CC=1, predict the reaction product. The product is: [Cl:20][C:8]1[C:9]2[CH:14]=[CH:13][NH:12][C:10]=2[N:11]=[C:6]([NH:5][C:3](=[O:4])[C:2]([CH3:17])([CH3:16])[CH3:1])[N:7]=1. (7) Given the reactants [C:1]([C:3]1[CH:4]=[CH:5][C:6]([NH:17][CH2:18][CH2:19][CH2:20][CH2:21][F:22])=[C:7]([NH:9][C:10]([CH2:12][O:13][C:14](=[O:16])[CH3:15])=O)[CH:8]=1)#[N:2], predict the reaction product. The product is: [C:1]([C:3]1[CH:4]=[CH:5][C:6]2[N:17]([CH2:18][CH2:19][CH2:20][CH2:21][F:22])[C:10]([CH2:12][O:13][C:14](=[O:16])[CH3:15])=[N:9][C:7]=2[CH:8]=1)#[N:2].